From a dataset of Peptide-MHC class I binding affinity with 185,985 pairs from IEDB/IMGT. Regression. Given a peptide amino acid sequence and an MHC pseudo amino acid sequence, predict their binding affinity value. This is MHC class I binding data. (1) The peptide sequence is YKKGNTWVVI. The MHC is H-2-Db with pseudo-sequence H-2-Db. The binding affinity (normalized) is 0.111. (2) The peptide sequence is LPVCQSSSMR. The MHC is HLA-B53:01 with pseudo-sequence HLA-B53:01. The binding affinity (normalized) is 0.108.